This data is from Forward reaction prediction with 1.9M reactions from USPTO patents (1976-2016). The task is: Predict the product of the given reaction. (1) Given the reactants [Cl:1][C:2]1[CH:32]=[CH:31][CH:30]=[C:29]([Cl:33])[C:3]=1[C:4]([NH:6][CH:7]([C:27]#[N:28])[CH2:8][C:9]1[CH:10]=[C:11]2[C:16](=[CH:17][CH:18]=1)[N:15]=[C:14]([C:19]1[C:24]([Cl:25])=[CH:23][CH:22]=[CH:21][C:20]=1[Cl:26])[CH:13]=[CH:12]2)=[O:5].C[Si]([N:38]=[N+:39]=[N-:40])(C)C.C([Sn](=O)CCCC)CCC, predict the reaction product. The product is: [Cl:1][C:2]1[CH:32]=[CH:31][CH:30]=[C:29]([Cl:33])[C:3]=1[C:4]([NH:6][CH:7]([C:27]1[NH:40][N:39]=[N:38][N:28]=1)[CH2:8][C:9]1[CH:10]=[C:11]2[C:16](=[CH:17][CH:18]=1)[N:15]=[C:14]([C:19]1[C:24]([Cl:25])=[CH:23][CH:22]=[CH:21][C:20]=1[Cl:26])[CH:13]=[CH:12]2)=[O:5]. (2) Given the reactants C(N(CC)CC)C.[CH:8]1([CH2:14][N:15]2[CH2:20][CH2:19][CH2:18][C:17]([OH:24])([C:21]([OH:23])=O)[C:16]2=[O:25])[CH2:13][CH2:12][CH2:11][CH2:10][CH2:9]1.[F:26][C:27]1[CH:28]=[C:29]([CH:32]=[CH:33][CH:34]=1)[CH2:30][NH2:31].C(OO)(C)(C)C, predict the reaction product. The product is: [F:26][C:27]1[CH:28]=[C:29]([CH:32]=[CH:33][CH:34]=1)[CH2:30][NH:31][C:21]([C:17]1([OH:24])[CH2:18][CH2:19][CH2:20][N:15]([CH2:14][CH:8]2[CH2:9][CH2:10][CH2:11][CH2:12][CH2:13]2)[C:16]1=[O:25])=[O:23]. (3) Given the reactants [H-].[Na+].[NH2:3][C:4]1[CH:12]=[C:11]([OH:13])[CH:10]=[CH:9][C:5]=1[C:6]([NH2:8])=[O:7].[CH2:14](Br)[C:15]1[CH:20]=[CH:19][CH:18]=[CH:17][CH:16]=1, predict the reaction product. The product is: [NH2:3][C:4]1[CH:12]=[C:11]([O:13][CH2:14][C:15]2[CH:20]=[CH:19][CH:18]=[CH:17][CH:16]=2)[CH:10]=[CH:9][C:5]=1[C:6]([NH2:8])=[O:7]. (4) Given the reactants [F:1][C:2]1[CH:7]=[CH:6][C:5]([C:8]2[O:9][C:10]3[C:11](=[C:13]([C:17]([OH:19])=O)[CH:14]=[CH:15][CH:16]=3)[N:12]=2)=[CH:4][CH:3]=1.C1C=CC2N(O)N=[N:26]C=2C=1.CCN=C=NCCCN(C)C.CCN(C(C)C)C(C)C.[Cl-].[NH4+].Cl, predict the reaction product. The product is: [F:1][C:2]1[CH:7]=[CH:6][C:5]([C:8]2[O:9][C:10]3[C:11](=[C:13]([C:17]([NH2:26])=[O:19])[CH:14]=[CH:15][CH:16]=3)[N:12]=2)=[CH:4][CH:3]=1. (5) Given the reactants [C:1]12([CH2:11][NH:12][C:13]([C:15]3[N:20]4[CH:21]=[C:22]([CH2:24]Cl)[N:23]=[C:19]4[CH:18]=[CH:17][CH:16]=3)=[O:14])[CH2:10][CH:5]3[CH2:6][CH:7]([CH2:9][CH:3]([CH2:4]3)[CH2:2]1)[CH2:8]2.[NH:26]1[CH2:30][CH2:29][C@@H:28]([NH:31][C:32](=[O:38])[O:33][C:34]([CH3:37])([CH3:36])[CH3:35])[CH2:27]1.C(=O)([O-])[O-].[K+].[K+], predict the reaction product. The product is: [C:1]12([CH2:11][NH:12][C:13]([C:15]3[N:20]4[CH:21]=[C:22]([CH2:24][N:26]5[CH2:30][CH2:29][C@@H:28]([NH:31][C:32](=[O:38])[O:33][C:34]([CH3:36])([CH3:35])[CH3:37])[CH2:27]5)[N:23]=[C:19]4[CH:18]=[CH:17][CH:16]=3)=[O:14])[CH2:10][CH:5]3[CH2:6][CH:7]([CH2:9][CH:3]([CH2:4]3)[CH2:2]1)[CH2:8]2. (6) Given the reactants Br[CH2:2][CH2:3][CH2:4][CH2:5][O:6][C:7]1[CH:16]=[C:15]2[C:10]([CH2:11][CH2:12][C:13](=[O:17])[NH:14]2)=[CH:9][CH:8]=1.[I-].[Na+].C(=O)([O-])[O-].[Na+].[Na+].Cl.[Cl:27][C:28]1[C:33]([Cl:34])=[CH:32][CH:31]=[CH:30][C:29]=1[N:35]1[CH2:40][CH2:39][NH:38][CH2:37][CH2:36]1, predict the reaction product. The product is: [Cl:27][C:28]1[C:33]([Cl:34])=[CH:32][CH:31]=[CH:30][C:29]=1[N:35]1[CH2:40][CH2:39][N:38]([CH2:2][CH2:3][CH2:4][CH2:5][O:6][C:7]2[CH:16]=[C:15]3[C:10]([CH2:11][CH2:12][C:13](=[O:17])[NH:14]3)=[CH:9][CH:8]=2)[CH2:37][CH2:36]1. (7) Given the reactants [CH2:1]([O:8][C:9]1[C:10]([C:22]2[CH:23]=[CH:24][C:25]3[O:30][CH2:29][CH2:28][CH2:27][C:26]=3[CH:31]=2)=[C:11]([CH:16]([OH:21])[C:17]([O:19][CH3:20])=[O:18])[C:12]([CH3:15])=[CH:13][CH:14]=1)[C:2]1[CH:7]=[CH:6][CH:5]=[CH:4][CH:3]=1.C[Si]([N-][Si](C)(C)C)(C)C.[Li+].I[CH:43]([CH3:45])[CH3:44].O, predict the reaction product. The product is: [CH3:20][O:19][C:17](=[O:18])[CH:16]([C:11]1[C:12]([CH3:15])=[CH:13][CH:14]=[C:9]([O:8][CH2:1][C:2]2[CH:7]=[CH:6][CH:5]=[CH:4][CH:3]=2)[C:10]=1[C:22]1[CH:31]=[C:26]2[C:25](=[CH:24][CH:23]=1)[O:30][CH2:29][CH2:28][CH2:27]2)[O:21][CH2:44][CH2:43][CH3:45].